Dataset: NCI-60 drug combinations with 297,098 pairs across 59 cell lines. Task: Regression. Given two drug SMILES strings and cell line genomic features, predict the synergy score measuring deviation from expected non-interaction effect. (1) Drug 1: C1=CC(=CC=C1CCC2=CNC3=C2C(=O)NC(=N3)N)C(=O)NC(CCC(=O)O)C(=O)O. Drug 2: C(CC(=O)O)C(=O)CN.Cl. Cell line: NCI-H460. Synergy scores: CSS=31.2, Synergy_ZIP=-1.76, Synergy_Bliss=-4.08, Synergy_Loewe=-11.6, Synergy_HSA=-2.71. (2) Drug 1: C1CCN(CC1)CCOC2=CC=C(C=C2)C(=O)C3=C(SC4=C3C=CC(=C4)O)C5=CC=C(C=C5)O. Drug 2: CCN(CC)CCCC(C)NC1=C2C=C(C=CC2=NC3=C1C=CC(=C3)Cl)OC. Cell line: NCI-H226. Synergy scores: CSS=12.3, Synergy_ZIP=-3.69, Synergy_Bliss=0.512, Synergy_Loewe=-6.30, Synergy_HSA=-3.13. (3) Drug 1: CCCCCOC(=O)NC1=NC(=O)N(C=C1F)C2C(C(C(O2)C)O)O. Drug 2: C1=CN(C=N1)CC(O)(P(=O)(O)O)P(=O)(O)O. Cell line: HOP-62. Synergy scores: CSS=8.79, Synergy_ZIP=-1.44, Synergy_Bliss=2.08, Synergy_Loewe=-0.0766, Synergy_HSA=-2.55. (4) Drug 1: C1=CC(=CC=C1CC(C(=O)O)N)N(CCCl)CCCl.Cl. Drug 2: CC12CCC3C(C1CCC2O)C(CC4=C3C=CC(=C4)O)CCCCCCCCCS(=O)CCCC(C(F)(F)F)(F)F. Cell line: HCC-2998. Synergy scores: CSS=5.10, Synergy_ZIP=-0.710, Synergy_Bliss=-0.0974, Synergy_Loewe=-5.66, Synergy_HSA=-4.54. (5) Drug 1: C1=NC2=C(N=C(N=C2N1C3C(C(C(O3)CO)O)O)F)N. Drug 2: CC=C1C(=O)NC(C(=O)OC2CC(=O)NC(C(=O)NC(CSSCCC=C2)C(=O)N1)C(C)C)C(C)C. Cell line: HL-60(TB). Synergy scores: CSS=90.1, Synergy_ZIP=1.70, Synergy_Bliss=-2.59, Synergy_Loewe=-41.8, Synergy_HSA=-6.40. (6) Drug 1: CCC1=CC2CC(C3=C(CN(C2)C1)C4=CC=CC=C4N3)(C5=C(C=C6C(=C5)C78CCN9C7C(C=CC9)(C(C(C8N6C)(C(=O)OC)O)OC(=O)C)CC)OC)C(=O)OC.C(C(C(=O)O)O)(C(=O)O)O. Drug 2: CC=C1C(=O)NC(C(=O)OC2CC(=O)NC(C(=O)NC(CSSCCC=C2)C(=O)N1)C(C)C)C(C)C. Cell line: U251. Synergy scores: CSS=69.6, Synergy_ZIP=-2.45, Synergy_Bliss=-3.48, Synergy_Loewe=-6.74, Synergy_HSA=-1.57. (7) Drug 1: C1=CC(=C2C(=C1NCCNCCO)C(=O)C3=C(C=CC(=C3C2=O)O)O)NCCNCCO. Drug 2: COC1=NC(=NC2=C1N=CN2C3C(C(C(O3)CO)O)O)N. Cell line: MOLT-4. Synergy scores: CSS=93.9, Synergy_ZIP=4.59, Synergy_Bliss=3.96, Synergy_Loewe=4.31, Synergy_HSA=7.58. (8) Drug 1: CC1=C(C(CCC1)(C)C)C=CC(=CC=CC(=CC(=O)O)C)C. Drug 2: C1CNP(=O)(OC1)N(CCCl)CCCl. Cell line: HCT-15. Synergy scores: CSS=-5.32, Synergy_ZIP=4.54, Synergy_Bliss=3.53, Synergy_Loewe=-5.29, Synergy_HSA=-6.67. (9) Drug 2: CC1=C2C(C(=O)C3(C(CC4C(C3C(C(C2(C)C)(CC1OC(=O)C(C(C5=CC=CC=C5)NC(=O)OC(C)(C)C)O)O)OC(=O)C6=CC=CC=C6)(CO4)OC(=O)C)O)C)O. Cell line: HCT-15. Synergy scores: CSS=35.9, Synergy_ZIP=-9.46, Synergy_Bliss=-0.746, Synergy_Loewe=-1.05, Synergy_HSA=-1.06. Drug 1: CC(CN1CC(=O)NC(=O)C1)N2CC(=O)NC(=O)C2.